This data is from Reaction yield outcomes from USPTO patents with 853,638 reactions. The task is: Predict the reaction yield, written as a fraction of the theoretical maximum amount of product (1.0 means a 100% yield; for example, 0.34 means a 34% yield). (1) The reactants are [F:1][C:2]1[N:7]=[C:6]([O:8][C:9]2[CH:16]=[CH:15][C:12]([CH:13]=[O:14])=[CH:11][C:10]=2[O:17][CH3:18])[CH:5]=[CH:4][CH:3]=1.[F:19][C:20]([Si](C)(C)C)([F:22])[F:21].CCCC[N+](CCCC)(CCCC)CCCC.[F-].Cl. The catalyst is C1COCC1.C(OCC)C.O. The product is [F:19][C:20]([F:22])([F:21])[CH:13]([C:12]1[CH:15]=[CH:16][C:9]([O:8][C:6]2[CH:5]=[CH:4][CH:3]=[C:2]([F:1])[N:7]=2)=[C:10]([O:17][CH3:18])[CH:11]=1)[OH:14]. The yield is 0.880. (2) The reactants are CN([CH:4]=[O:5])C.P(Cl)(Cl)(Cl)=O.[C:11]1(=[O:17])[CH2:16][CH2:15][CH2:14][CH2:13][CH2:12]1.[CH2:18]([Cl:20])Cl. No catalyst specified. The product is [Cl:20][C:18]1[C:12](=[CH:11][OH:17])[CH2:13][CH2:14][CH2:15][C:16]=1[CH:4]=[O:5]. The yield is 0.340. (3) The reactants are C([O:4][CH2:5][CH2:6][C:7]1[CH:8]=[C:9]([C:13]([F:20])([F:19])[C:14]([O:16]CC)=[O:15])[CH:10]=[CH:11][CH:12]=1)(=O)C.O.[OH-].[Li+]. The catalyst is C(O)C.O1CCCC1.O. The product is [F:19][C:13]([F:20])([C:9]1[CH:10]=[CH:11][CH:12]=[C:7]([CH2:6][CH2:5][OH:4])[CH:8]=1)[C:14]([OH:16])=[O:15]. The yield is 0.750. (4) The reactants are [F:1][C:2]1[CH:3]=[C:4](B2OC(C)(C)C(C)(C)O2)[CH:5]=[C:6]([F:8])[CH:7]=1.Br[C:19]1[CH:36]=[C:35]2[C:22]([CH2:23][CH2:24][C:25]3([C:28]42[N:32]=[C:31]([NH2:33])[C:30]([CH3:34])=[N:29]4)[CH2:27][CH2:26]3)=[CH:21][CH:20]=1. No catalyst specified. The product is [F:8][C:6]1[CH:5]=[C:4]([C:19]2[CH:36]=[C:35]3[C:22]([CH2:23][CH2:24][C:25]4([C:28]53[N:32]=[C:31]([NH2:33])[C:30]([CH3:34])=[N:29]5)[CH2:26][CH2:27]4)=[CH:21][CH:20]=2)[CH:3]=[C:2]([F:1])[CH:7]=1. The yield is 0.610. (5) The reactants are [CH3:1][C:2]1[C:3]([NH:8][C@@H:9]2[CH2:14][CH2:13][CH2:12][N:11]([C:15]([O:17][C:18]([CH3:21])([CH3:20])[CH3:19])=[O:16])[CH2:10]2)=[N:4][CH:5]=[CH:6][CH:7]=1.C[Mg]Cl.C1COCC1.[Br:30][C:31]1[CH:32]=[CH:33][C:34]([C:37](OC)=[O:38])=[N:35][CH:36]=1. The catalyst is C1(C)C=CC=CC=1. The product is [Br:30][C:31]1[CH:32]=[CH:33][C:34]([C:37]([N:8]([C:3]2[C:2]([CH3:1])=[CH:7][CH:6]=[CH:5][N:4]=2)[C@@H:9]2[CH2:14][CH2:13][CH2:12][N:11]([C:15]([O:17][C:18]([CH3:21])([CH3:20])[CH3:19])=[O:16])[CH2:10]2)=[O:38])=[N:35][CH:36]=1. The yield is 0.585.